From a dataset of Full USPTO retrosynthesis dataset with 1.9M reactions from patents (1976-2016). Predict the reactants needed to synthesize the given product. (1) Given the product [Cl:1][C:2]1[CH:3]=[CH:4][C:5]([C:28]([F:30])([F:31])[F:29])=[C:6]([CH:27]=1)[CH2:7][N:8]1[CH2:13][CH2:12][NH:11][C:10]2[N:14]=[CH:15][C:16]([C:18]3[CH:26]=[CH:25][C:21]([C:22]([NH:32][CH:33]4[CH2:41][C:40]5[C:35](=[CH:36][CH:37]=[CH:38][CH:39]=5)[CH2:34]4)=[O:24])=[CH:20][CH:19]=3)=[CH:17][C:9]1=2, predict the reactants needed to synthesize it. The reactants are: [Cl:1][C:2]1[CH:3]=[CH:4][C:5]([C:28]([F:31])([F:30])[F:29])=[C:6]([CH:27]=1)[CH2:7][N:8]1[CH2:13][CH2:12][NH:11][C:10]2[N:14]=[CH:15][C:16]([C:18]3[CH:26]=[CH:25][C:21]([C:22]([OH:24])=O)=[CH:20][CH:19]=3)=[CH:17][C:9]1=2.[NH2:32][CH:33]1[CH2:41][C:40]2[C:35](=[CH:36][CH:37]=[CH:38][CH:39]=2)[CH2:34]1. (2) Given the product [Cl:1][C:2]1[CH:7]=[C:6]([O:8][C:17]2[CH:18]=[C:19]([F:25])[C:20]([N+:22]([O-:24])=[O:23])=[CH:21][C:16]=2[F:15])[CH:5]=[CH:4][N:3]=1, predict the reactants needed to synthesize it. The reactants are: [Cl:1][C:2]1[CH:7]=[C:6]([OH:8])[CH:5]=[CH:4][N:3]=1.C([O-])([O-])=O.[K+].[K+].[F:15][C:16]1[CH:21]=[C:20]([N+:22]([O-:24])=[O:23])[C:19]([F:25])=[CH:18][C:17]=1F.CC(OC)(C)C. (3) The reactants are: [C:1]([O:5][C:6]([N:8]([CH2:42][C:43]([O:45][C:46]([CH3:49])([CH3:48])[CH3:47])=[O:44])[C:9]1[CH:14]=[CH:13][CH:12]=[C:11]([CH:15]([S:33]([C:36]2[CH:41]=[CH:40][CH:39]=[CH:38][N:37]=2)(=[O:35])=[O:34])[NH:16][CH2:17][C:18]2[CH:23]=[CH:22][C:21](B3OC(C)(C)C(C)(C)O3)=[CH:20][CH:19]=2)[N:10]=1)=[O:7])([CH3:4])([CH3:3])[CH3:2].Br[C:51]1[S:52][CH:53]=[C:54]([C:56]([F:59])([F:58])[F:57])[N:55]=1. Given the product [C:1]([O:5][C:6]([N:8]([CH2:42][C:43]([O:45][C:46]([CH3:49])([CH3:48])[CH3:47])=[O:44])[C:9]1[CH:14]=[CH:13][CH:12]=[C:11]([CH:15]([S:33]([C:36]2[CH:41]=[CH:40][CH:39]=[CH:38][N:37]=2)(=[O:35])=[O:34])[NH:16][CH2:17][C:18]2[CH:23]=[CH:22][C:21]([C:51]3[S:52][CH:53]=[C:54]([C:56]([F:59])([F:58])[F:57])[N:55]=3)=[CH:20][CH:19]=2)[N:10]=1)=[O:7])([CH3:4])([CH3:3])[CH3:2], predict the reactants needed to synthesize it. (4) Given the product [N:7]1([C:10]2[CH:11]=[CH:12][C:13]([C:16]3[NH:25][C:24](=[O:26])[C:23]4[C:18](=[CH:19][CH:20]=[CH:21][CH:22]=4)[N:17]=3)=[CH:14][CH:15]=2)[CH2:8][CH2:9][NH:4][CH2:5][CH2:6]1, predict the reactants needed to synthesize it. The reactants are: C([N:4]1[CH2:9][CH2:8][N:7]([C:10]2[CH:15]=[CH:14][C:13]([C:16]3[NH:25][C:24](=[O:26])[C:23]4[C:18](=[CH:19][CH:20]=[CH:21][CH:22]=4)[N:17]=3)=[CH:12][CH:11]=2)[CH2:6][CH2:5]1)(=O)C.[OH-].[Na+]. (5) Given the product [C:1]([O:5][C:6](=[O:7])[NH:8][C:9]1([C:14](=[O:15])[NH:16][CH2:17][C:18](=[O:19])[N:20]2[C:28]3[C:23](=[CH:24][CH:25]=[CH:26][CH:27]=3)[CH2:22][C@H:21]2[C:29](=[O:30])[NH:38][CH2:37][C:36]2[N:32]=[N:33][NH:34][N:35]=2)[CH2:10][CH2:11][CH2:12][CH2:13]1)([CH3:2])([CH3:3])[CH3:4], predict the reactants needed to synthesize it. The reactants are: [C:1]([O:5][C:6]([NH:8][C:9]1([C:14]([NH:16][CH2:17][C:18]([N:20]2[C:28]3[C:23](=[CH:24][CH:25]=[CH:26][CH:27]=3)[CH2:22][C@H:21]2[C:29](O)=[O:30])=[O:19])=[O:15])[CH2:13][CH2:12][CH2:11][CH2:10]1)=[O:7])([CH3:4])([CH3:3])[CH3:2].[N:32]1[NH:33][N:34]=[N:35][C:36]=1[CH2:37][NH2:38].Cl. (6) The reactants are: [N:1]1([C:6]2[S:7][C:8]3[C:14]4[C:15]([C:18]([OH:20])=O)=[N:16][NH:17][C:13]=4[CH:12]=[CH:11][C:9]=3[N:10]=2)[CH:5]=[CH:4][CH:3]=[CH:2]1.[F:21][C:22]1[CH:28]=[CH:27][C:25]([NH2:26])=[CH:24][CH:23]=1. Given the product [F:21][C:22]1[CH:28]=[CH:27][C:25]([NH:26][C:18]([C:15]2[C:14]3[C:8]4[S:7][C:6]([N:1]5[CH:2]=[CH:3][CH:4]=[CH:5]5)=[N:10][C:9]=4[CH:11]=[CH:12][C:13]=3[NH:17][N:16]=2)=[O:20])=[CH:24][CH:23]=1, predict the reactants needed to synthesize it. (7) The reactants are: [CH:1]1([N:5]2[CH2:10][CH2:9][CH:8]([O:11][C:12]3[CH:21]=[CH:20][C:19]4[CH2:18][N:17](C(OC(C)(C)C)=O)[CH2:16][CH2:15][C:14]=4[N:13]=3)[CH2:7][CH2:6]2)[CH2:4][CH2:3][CH2:2]1.C(O)(C(F)(F)F)=O.C([O-])(O)=O.[Na+]. Given the product [CH:1]1([N:5]2[CH2:6][CH2:7][CH:8]([O:11][C:12]3[CH:21]=[CH:20][C:19]4[CH2:18][NH:17][CH2:16][CH2:15][C:14]=4[N:13]=3)[CH2:9][CH2:10]2)[CH2:4][CH2:3][CH2:2]1, predict the reactants needed to synthesize it.